From a dataset of Full USPTO retrosynthesis dataset with 1.9M reactions from patents (1976-2016). Predict the reactants needed to synthesize the given product. (1) Given the product [N+:22]([C:13]1[CH:14]=[C:15]([C:18]([F:19])([F:20])[F:21])[CH:16]=[CH:17][C:12]=1[N:1]1[CH2:5][CH2:4][CH2:3][CH2:2]1)([O-:24])=[O:23], predict the reactants needed to synthesize it. The reactants are: [NH:1]1[CH2:5][CH2:4][CH2:3][CH2:2]1.CN(C)C=O.F[C:12]1[CH:17]=[CH:16][C:15]([C:18]([F:21])([F:20])[F:19])=[CH:14][C:13]=1[N+:22]([O-:24])=[O:23]. (2) Given the product [CH2:1]([O:8][C:9](=[O:19])[NH:10][CH2:11][C@H:12]([NH:18][C:22](=[O:23])[CH:21]([C:25](=[O:27])[NH:33][C:32]1[CH:34]=[CH:35][CH:36]=[C:30]([C:29]([F:28])([F:37])[F:38])[CH:31]=1)[CH3:20])[C@@H:13]([OH:17])[C:14]#[C:15][CH3:16])[C:2]1[CH:3]=[CH:4][CH:5]=[CH:6][CH:7]=1, predict the reactants needed to synthesize it. The reactants are: [CH2:1]([O:8][C:9](=[O:19])[NH:10][CH2:11][C@H:12]([NH2:18])[C@@H:13]([OH:17])[C:14]#[C:15][CH3:16])[C:2]1[CH:7]=[CH:6][CH:5]=[CH:4][CH:3]=1.[CH3:20][CH:21]([C:25]([OH:27])=O)[C:22](O)=[O:23].[F:28][C:29]([F:38])([F:37])[C:30]1[CH:31]=[C:32]([CH:34]=[CH:35][CH:36]=1)[NH2:33].C(N(CC)C(C)C)(C)C.CN(C(ON1N=NC2C=CC=NC1=2)=[N+](C)C)C.F[P-](F)(F)(F)(F)F.